Predict which catalyst facilitates the given reaction. From a dataset of Catalyst prediction with 721,799 reactions and 888 catalyst types from USPTO. (1) Product: [CH3:1][O:2][CH2:3][C:4]([O:10][Si:19]([CH3:21])([CH3:20])[CH3:18])=[CH:5][C:6]([O:8][CH3:9])=[O:7]. Reactant: [CH3:1][O:2][CH2:3][C:4](=[O:10])[CH2:5][C:6]([O:8][CH3:9])=[O:7].C(N(CC)CC)C.[CH3:18][Si:19](Cl)([CH3:21])[CH3:20]. The catalyst class is: 48. (2) The catalyst class is: 2. Reactant: [CH3:1][NH:2][CH2:3][CH2:4][CH2:5][CH2:6][CH2:7][CH2:8][CH2:9][CH2:10][NH:11][CH3:12].[C:13](O[C:13]([O:15][C:16]([CH3:19])([CH3:18])[CH3:17])=[O:14])([O:15][C:16]([CH3:19])([CH3:18])[CH3:17])=[O:14].O. Product: [CH3:12][N:11]([CH2:10][CH2:9][CH2:8][CH2:7][CH2:6][CH2:5][CH2:4][CH2:3][NH:2][CH3:1])[C:13](=[O:14])[O:15][C:16]([CH3:19])([CH3:18])[CH3:17]. (3) Reactant: [CH3:1][C:2]1[C:3]([CH:8]2[CH2:13][CH2:12][CH2:11][CH:10]([C:14]3[C:19]([CH3:20])=[CH:18][CH:17]=[CH:16][N:15]=3)[N:9]2[CH2:21][CH2:22][NH2:23])=[N:4][CH:5]=[CH:6][CH:7]=1.[C:24]([N:31]1C=CN=C1)(N1C=CN=C1)=[O:25].CCN(C(C)C)C(C)C.N[OH:46].Cl. Product: [CH3:20][C:19]1[C:14]([CH:10]2[CH2:11][CH2:12][CH2:13][CH:8]([C:3]3[C:2]([CH3:1])=[CH:7][CH:6]=[CH:5][N:4]=3)[N:9]2[CH2:21][CH2:22][N:23]([OH:46])[C:24]([NH2:31])=[O:25])=[N:15][CH:16]=[CH:17][CH:18]=1. The catalyst class is: 76. (4) Reactant: [Br-].N[C:3]1[CH:8]=[CH:7][CH:6]=[CH:5][N:4]=1.C(B(O)O)=C.OC(C(O)(C)C)(C)C.[Li+].[OH-].[CH:24](OC=C)=C.Cl.[CH3:30][N:31](C=O)C. Product: [NH:4]1[C:5]2[C:6](=[CH:7][CH:8]=[CH:3][CH:24]=2)[CH:30]=[N:31]1. The catalyst class is: 462. (5) Reactant: C([NH:4][C@:5]1([C:22](NC(C)(C)C)=[O:23])[C@@H:9]([CH2:10][CH2:11][CH2:12][B:13]2[O:17]C(C)(C)C(C)(C)[O:14]2)[CH2:8][NH:7][CH2:6]1)(=O)C.[CH2:29]([N:36](C(OC(C)(C)C)=O)[CH2:37][CH:38]=O)[C:30]1[CH:35]=[CH:34][CH:33]=[CH:32][CH:31]=1.C(O[BH-](OC(=O)C)OC(=O)C)(=[O:49])C.[Na+].C(=O)([O-])[O-].[Na+].[Na+]. Product: [NH2:4][C@:5]1([C:22]([OH:23])=[O:49])[C@@H:9]([CH2:10][CH2:11][CH2:12][B:13]([OH:14])[OH:17])[CH2:8][N:7]([CH2:38][CH2:37][NH:36][CH2:29][C:30]2[CH:35]=[CH:34][CH:33]=[CH:32][CH:31]=2)[CH2:6]1. The catalyst class is: 26. (6) Reactant: [CH2:1]([C:4]1([CH2:12][CH:13]=[CH2:14])[CH2:8][C@H:7]([CH2:9][OH:10])[NH:6][C:5]1=O)[CH:2]=[CH2:3].[H-].[Al+3].[Li+].[H-].[H-].[H-].[C@H](O)(C([O-])=O)[C@@H](O)C([O-])=O.[Na+].[K+]. Product: [CH2:12]([C:4]1([CH2:1][CH:2]=[CH2:3])[CH2:5][NH:6][C@@H:7]([CH2:9][OH:10])[CH2:8]1)[CH:13]=[CH2:14]. The catalyst class is: 1. (7) Reactant: I[CH3:2].[H-].[Na+].[N:5]1[CH:10]=[CH:9][C:8]([CH2:11][C:12]([O:14][CH2:15][CH3:16])=[O:13])=[CH:7][CH:6]=1. Product: [CH2:15]([O:14][C:12](=[O:13])[CH:11]([C:8]1[CH:9]=[CH:10][N:5]=[CH:6][CH:7]=1)[CH3:2])[CH3:16]. The catalyst class is: 1.